Dataset: Reaction yield outcomes from USPTO patents with 853,638 reactions. Task: Predict the reaction yield, written as a fraction of the theoretical maximum amount of product (1.0 means a 100% yield; for example, 0.34 means a 34% yield). (1) The reactants are [CH3:1][O:2][C:3]([C:5]1[CH:9]=[CH:8][S:7][CH:6]=1)=[O:4].[N+:10]([O-])([OH:12])=[O:11].C(OC(=O)C)(=O)C. The catalyst is C(O)(=O)C. The product is [CH3:1][O:2][C:3]([C:5]1[CH:9]=[C:8]([N+:10]([O-:12])=[O:11])[S:7][CH:6]=1)=[O:4]. The yield is 0.420. (2) The reactants are Cl[C:2]1[CH:7]=[C:6]([Cl:8])[N:5]=[C:4]([CH:9]2[CH2:11][CH2:10]2)[N:3]=1.Cl.[F:13][CH:14]1[CH2:17][NH:16][CH2:15]1.C(=O)([O-])[O-].[K+].[K+]. The catalyst is COCC(O)C. The product is [Cl:8][C:6]1[CH:7]=[C:2]([N:16]2[CH2:17][CH:14]([F:13])[CH2:15]2)[N:3]=[C:4]([CH:9]2[CH2:11][CH2:10]2)[N:5]=1. The yield is 0.920. (3) The reactants are C(OP([CH2:9][C:10](=[O:12])[CH3:11])(=O)OCC)C.[H-].[Na+].O=[CH:16][CH2:17][CH2:18][NH:19][C:20]([C@H:22]1[C:27]([CH3:29])([CH3:28])[CH2:26][O:25][C:24]([CH3:31])([CH3:30])[O:23]1)=[O:21].[NH4+].[Cl-]. The catalyst is C1COCC1. The product is [O:12]=[C:10]([CH3:11])/[CH:9]=[CH:16]/[CH2:17][CH2:18][NH:19][C:20]([C@H:22]1[C:27]([CH3:29])([CH3:28])[CH2:26][O:25][C:24]([CH3:30])([CH3:31])[O:23]1)=[O:21]. The yield is 0.610. (4) The reactants are C([SiH](CC)CC)C.C([O:15][C:16]1[CH:21]=[CH:20][C:19]([N:22]2[C:30]3[C:25](=[CH:26][CH:27]=[CH:28][CH:29]=3)[C:24]([CH:31]=[N:32][OH:33])=[C:23]2[CH3:34])=[CH:18][CH:17]=1)C1C=CC=CC=1.[Cl-].[NH4+].[F-].C([N+](CCCC)(CCCC)CCCC)CCC. The catalyst is ClCCl.O1CCCC1.CC([O-])=O.CC([O-])=O.[Pd+2].C(OCC)(=O)C.C(N(CC)CC)C. The product is [OH:15][C:16]1[CH:21]=[CH:20][C:19]([N:22]2[C:30]3[C:25](=[CH:26][CH:27]=[CH:28][CH:29]=3)[C:24]([CH:31]=[N:32][OH:33])=[C:23]2[CH3:34])=[CH:18][CH:17]=1. The yield is 0.830.